Dataset: Reaction yield outcomes from USPTO patents with 853,638 reactions. Task: Predict the reaction yield, written as a fraction of the theoretical maximum amount of product (1.0 means a 100% yield; for example, 0.34 means a 34% yield). (1) The reactants are [CH2:1]1[C:10]2[C:5](=[CH:6][CH:7]=[CH:8][CH:9]=2)[CH2:4][CH2:3][N:2]1[CH2:11][CH:12]([OH:37])[CH2:13][NH:14][C:15]([C:17]1[CH:18]=[C:19]([CH:34]=[CH:35][CH:36]=1)[CH2:20][N:21]1[CH2:26][CH2:25][N:24](C(OC(C)(C)C)=O)[CH2:23][CH2:22]1)=[O:16]. The catalyst is C(Cl)Cl.C(O)(C(F)(F)F)=O. The product is [CH2:1]1[C:10]2[C:5](=[CH:6][CH:7]=[CH:8][CH:9]=2)[CH2:4][CH2:3][N:2]1[CH2:11][CH:12]([OH:37])[CH2:13][NH:14][C:15](=[O:16])[C:17]1[CH:36]=[CH:35][CH:34]=[C:19]([CH2:20][N:21]2[CH2:22][CH2:23][NH:24][CH2:25][CH2:26]2)[CH:18]=1. The yield is 0.690. (2) The reactants are [CH3:1][C:2]([O-])([CH3:4])[CH3:3].[K+].[C:7]([C:10]1[C:18]2[C:13](=[CH:14][CH:15]=[CH:16][CH:17]=2)[NH:12][CH:11]=1)(=[O:9])[CH3:8].[C:19]1(C)[C:20]([S:25](Cl)(=[O:27])=[O:26])=[CH:21]C=CC=1.C(OC(C)=O)C.O. The catalyst is CN(C=O)C. The product is [C:2]1([CH3:4])[CH:3]=[CH:21][C:20]([S:25]([N:12]2[C:13]3[C:18](=[CH:17][CH:16]=[CH:15][CH:14]=3)[C:10]([C:7](=[O:9])[CH3:8])=[CH:11]2)(=[O:27])=[O:26])=[CH:19][CH:1]=1. The yield is 0.780. (3) The reactants are [NH2:1][C:2]1[N:7]=[CH:6][C:5]([C:8]2[CH:9]=[CH:10][C:11]3[O:17][CH2:16][CH2:15][N:14]([C:18]([O:20][C:21]([CH3:24])([CH3:23])[CH3:22])=[O:19])[CH2:13][C:12]=3[CH:25]=2)=[CH:4][C:3]=1[N+:26]([O-])=O. The catalyst is [Pd].CO. The product is [NH2:26][C:3]1[CH:4]=[C:5]([C:8]2[CH:9]=[CH:10][C:11]3[O:17][CH2:16][CH2:15][N:14]([C:18]([O:20][C:21]([CH3:23])([CH3:22])[CH3:24])=[O:19])[CH2:13][C:12]=3[CH:25]=2)[CH:6]=[N:7][C:2]=1[NH2:1]. The yield is 0.960.